Dataset: Forward reaction prediction with 1.9M reactions from USPTO patents (1976-2016). Task: Predict the product of the given reaction. (1) Given the reactants [CH:1]1([NH:4][C:5]([C:7]2[C:15]3[CH:14]=[C:13]([C:16]4[C:21]([CH3:22])=[CH:20][N:19]=[C:18]([NH:23][CH2:24]CC5CCNCC5)[N:17]=4)[S:12][C:11]=3[CH:10]=[CH:9][CH:8]=2)=[O:6])[CH2:3][CH2:2]1.C1([NH:35][C:36]([C:38]2[C:46]3[CH:45]=[C:44](C4C(C)=CN=C(Cl)N=4)S[C:42]=3[CH:41]=CC=2)=O)CC1.C(OC(N1CCC(CCCN)CC1)=O)(C)(C)C, predict the reaction product. The product is: [CH:1]1([NH:4][C:5]([C:7]2[C:15]3[CH:14]=[C:13]([C:16]4[C:21]([CH3:22])=[CH:20][N:19]=[C:18]([NH:23][CH2:24][CH2:41][CH2:42][CH:46]5[CH2:38][CH2:36][NH:35][CH2:44][CH2:45]5)[N:17]=4)[S:12][C:11]=3[CH:10]=[CH:9][CH:8]=2)=[O:6])[CH2:2][CH2:3]1. (2) Given the reactants CC(C)([O-])C.[K+].C(OP([CH2:15][C:16]#[N:17])(=O)OCC)C.O=[C:19]1[CH2:24][CH2:23][N:22]([C:25]([O:27][C:28]([CH3:31])([CH3:30])[CH3:29])=[O:26])[CH2:21][CH2:20]1, predict the reaction product. The product is: [C:16]([CH:15]=[C:19]1[CH2:24][CH2:23][N:22]([C:25]([O:27][C:28]([CH3:31])([CH3:30])[CH3:29])=[O:26])[CH2:21][CH2:20]1)#[N:17]. (3) Given the reactants [F:1][C:2]([F:7])([F:6])[C:3]([OH:5])=[O:4].[F:8][C:9]([F:14])([F:13])[C:10]([OH:12])=[O:11].FC(F)(F)C(O)=O.[Cl:22][C:23]1[CH:24]=[N:25][C:26]2[NH:27][C:28]3[CH:29]=[N:30][CH:31]=[C:32]([CH:53]=3)[CH2:33][CH2:34][C:35]3[CH:43]=[C:39]([NH:40][C:41]=1[N:42]=2)[CH:38]=[CH:37][C:36]=3[O:44][CH2:45][CH2:46][CH:47]1[CH2:52][CH2:51][NH:50][CH2:49][CH2:48]1.[N:54]([C:57]1[CH:64]=[CH:63][CH:62]=[CH:61][C:58]=1[C:59]#[N:60])=[C:55]=[O:56], predict the reaction product. The product is: [F:1][C:2]([F:7])([F:6])[C:3]([OH:5])=[O:4].[F:8][C:9]([F:14])([F:13])[C:10]([OH:12])=[O:11].[Cl:22][C:23]1[CH:24]=[N:25][C:26]2[NH:27][C:28]3[CH:29]=[N:30][CH:31]=[C:32]([CH:53]=3)[CH2:33][CH2:34][C:35]3[CH:43]=[C:39]([NH:40][C:41]=1[N:42]=2)[CH:38]=[CH:37][C:36]=3[O:44][CH2:45][CH2:46][CH:47]1[CH2:48][CH2:49][N:50]([C:55]([NH:54][C:57]2[CH:64]=[CH:63][CH:62]=[CH:61][C:58]=2[C:59]#[N:60])=[O:56])[CH2:51][CH2:52]1. (4) Given the reactants [C:1]([C:4]1[C:9](=[O:10])[C:8]([O:11][CH3:12])=[CH:7][N:6]([C:13]2[CH:18]=[CH:17][C:16]([N:19]3[CH2:24][CH2:23][O:22][CH2:21][CH2:20]3)=[C:15]([F:25])[C:14]=2[F:26])[N:5]=1)(=O)[CH3:2].[CH3:27]OC(OC)N(C)C.[C:35]1([NH:41][NH2:42])[CH:40]=[CH:39][CH:38]=[CH:37][CH:36]=1, predict the reaction product. The product is: [F:26][C:14]1[C:15]([F:25])=[C:16]([N:19]2[CH2:20][CH2:21][O:22][CH2:23][CH2:24]2)[CH:17]=[CH:18][C:13]=1[N:6]1[CH:7]=[C:8]([O:11][CH3:12])[C:9](=[O:10])[C:4]([C:1]2[N:41]([C:35]3[CH:40]=[CH:39][CH:38]=[CH:37][CH:36]=3)[N:42]=[CH:27][CH:2]=2)=[N:5]1. (5) Given the reactants [Br:1][C:2]1[C:3]([Cl:17])=[C:4]2[C:9](=[C:10]([CH3:12])[CH:11]=1)[NH:8][C:7]([CH3:14])([CH3:13])[C:6](=[O:15])[CH:5]2[CH3:16].[CH2:18](Br)[C:19]1[CH:24]=[CH:23][CH:22]=[CH:21][CH:20]=1, predict the reaction product. The product is: [CH2:18]([C:5]1([CH3:16])[C:4]2[C:9](=[C:10]([CH3:12])[CH:11]=[C:2]([Br:1])[C:3]=2[Cl:17])[NH:8][C:7]([CH3:13])([CH3:14])[C:6]1=[O:15])[C:19]1[CH:24]=[CH:23][CH:22]=[CH:21][CH:20]=1. (6) The product is: [CH:9]1([S:12]([C:15]2[CH:16]=[CH:17][C:18]([CH:21]([C:29]3[NH:33][C:32]([C:34]4[N:39]=[CH:38][C:37]([CH:40]([O:41][CH3:47])[CH2:42][OH:43])=[CH:36][CH:35]=4)=[CH:31][CH:30]=3)[CH2:22][CH:23]3[CH2:24][CH2:25][O:26][CH2:27][CH2:28]3)=[CH:19][CH:20]=2)(=[O:14])=[O:13])[CH2:11][CH2:10]1. Given the reactants [I-].C[S+](C)(C)=O.[H-].[Na+].[CH:9]1([S:12]([C:15]2[CH:20]=[CH:19][C:18]([CH:21]([C:29]3[NH:33][C:32]([C:34]4[N:39]=[CH:38][C:37]([CH:40]=[O:41])=[CH:36][CH:35]=4)=[CH:31][CH:30]=3)[CH2:22][CH:23]3[CH2:28][CH2:27][O:26][CH2:25][CH2:24]3)=[CH:17][CH:16]=2)(=[O:14])=[O:13])[CH2:11][CH2:10]1.[CH3:42][O-:43].[Na+].[Cl-].[NH4+].[CH3:47]O, predict the reaction product.